This data is from Catalyst prediction with 721,799 reactions and 888 catalyst types from USPTO. The task is: Predict which catalyst facilitates the given reaction. (1) The catalyst class is: 1. Product: [Cl:7][C:8]1[C:9]([F:16])=[CH:10][C:11]([I:15])=[C:12]([NH:13][C:28]([C:26]2[CH:25]=[N:24][N:23]([CH:18]3[CH2:19][CH2:20][CH2:21][CH2:22][O:17]3)[CH:27]=2)=[O:29])[CH:14]=1. Reactant: CC(C)([O-])C.[K+].[Cl:7][C:8]1[C:9]([F:16])=[CH:10][C:11]([I:15])=[C:12]([CH:14]=1)[NH2:13].[O:17]1[CH2:22][CH2:21][CH2:20][CH2:19][CH:18]1[N:23]1[CH:27]=[C:26]([C:28](F)=[O:29])[CH:25]=[N:24]1.C([O-])(O)=O.[Na+]. (2) Reactant: [CH3:1][C:2]1[C:32]([CH3:33])=[CH:31][CH:30]=[CH:29][C:3]=1[CH2:4][N:5]1[CH2:9][CH2:8][C@@H:7]([NH:10][C:11]2[N:12]=[CH:13][C:14](/[CH:17]=[CH:18]/[C:19]([NH:21][O:22]C3CCCCO3)=[O:20])=[N:15][CH:16]=2)[CH2:6]1.[ClH:34]. Product: [ClH:34].[ClH:34].[CH3:1][C:2]1[C:32]([CH3:33])=[CH:31][CH:30]=[CH:29][C:3]=1[CH2:4][N:5]1[CH2:9][CH2:8][C@@H:7]([NH:10][C:11]2[N:12]=[CH:13][C:14](/[CH:17]=[CH:18]/[C:19]([NH:21][OH:22])=[O:20])=[N:15][CH:16]=2)[CH2:6]1. The catalyst class is: 8.